From a dataset of Reaction yield outcomes from USPTO patents with 853,638 reactions. Predict the reaction yield, written as a fraction of the theoretical maximum amount of product (1.0 means a 100% yield; for example, 0.34 means a 34% yield). (1) The yield is 0.950. The catalyst is O1CCOCC1. The product is [C:1]1([S:7]([N:10]2[CH2:14][CH2:13][S:12][CH:11]2[CH2:15][C:16]([OH:18])=[O:17])(=[O:8])=[O:9])[CH:2]=[CH:3][CH:4]=[CH:5][CH:6]=1. The reactants are [C:1]1([S:7]([N:10]2[CH2:14][CH2:13][S:12][CH:11]2[CH2:15][C:16]([O:18]CC)=[O:17])(=[O:9])=[O:8])[CH:6]=[CH:5][CH:4]=[CH:3][CH:2]=1.Cl. (2) The reactants are [C:1]([C:4]1[CH:13]=[C:12]2[C:7]([NH:8][C:9](=[O:16])[C:10](=[O:15])[N:11]2[OH:14])=[CH:6][CH:5]=1)([OH:3])=[O:2].[CH2:17](Br)[C:18]1[CH:23]=[CH:22][CH:21]=[CH:20][CH:19]=1. The catalyst is P([O-])(O)(O)=O.[K+].C(O)C. The product is [CH2:17]([O:14][N:11]1[C:12]2[C:7](=[CH:6][CH:5]=[C:4]([C:1]([OH:3])=[O:2])[CH:13]=2)[NH:8][C:9](=[O:16])[C:10]1=[O:15])[C:18]1[CH:23]=[CH:22][CH:21]=[CH:20][CH:19]=1. The yield is 0.500. (3) The reactants are FC1C=C(NC(C2(C(NC3C=CC(F)=CC=3)=O)CC2)=O)C=CC=1OC1C2C(=CC(OC)=C(OC)C=2)[N:12]=[C:11](NC)C=1.[CH3:41][O:42][C:43]1[CH:44]=[C:45]([NH:51][C:52](SC)=[C:53]2[C:58](=[O:59])[O:57][C:56]([CH3:61])([CH3:60])[O:55][C:54]2=[O:62])[CH:46]=[CH:47][C:48]=1[O:49][CH3:50].CN. The catalyst is C1COCC1.Cl[Hg]Cl. The product is [CH3:41][O:42][C:43]1[CH:44]=[C:45]([NH:51][C:52]([NH:12][CH3:11])=[C:53]2[C:58](=[O:59])[O:57][C:56]([CH3:61])([CH3:60])[O:55][C:54]2=[O:62])[CH:46]=[CH:47][C:48]=1[O:49][CH3:50]. The yield is 0.990. (4) The reactants are N[C:2]1[CH:7]=[CH:6][C:5]([C:8]([OH:17])([C:13]([F:16])([F:15])[F:14])[C:9]([F:12])([F:11])[F:10])=[CH:4][CH:3]=1.N([O-])=O.[Na+].[BrH:22]. The catalyst is O.[Cu]Br. The product is [Br:22][C:2]1[CH:7]=[CH:6][C:5]([C:8]([OH:17])([C:13]([F:16])([F:15])[F:14])[C:9]([F:12])([F:11])[F:10])=[CH:4][CH:3]=1. The yield is 0.570.